From a dataset of Full USPTO retrosynthesis dataset with 1.9M reactions from patents (1976-2016). Predict the reactants needed to synthesize the given product. (1) Given the product [Br:1][CH2:2][CH2:3][O:4][C:5]1[CH:18]=[CH:17][C:8]([C:9]([C:11]2[CH:16]=[CH:15][CH:14]=[CH:13][CH:12]=2)=[C:9]([C:8]2[CH:7]=[CH:6][C:5]([O:4][CH2:3][CH2:2][Br:1])=[CH:18][CH:17]=2)[C:11]2[CH:12]=[CH:13][CH:14]=[CH:15][CH:16]=2)=[CH:7][CH:6]=1, predict the reactants needed to synthesize it. The reactants are: [Br:1][CH2:2][CH2:3][O:4][C:5]1[CH:18]=[CH:17][C:8]([C:9]([C:11]2[CH:16]=[CH:15][CH:14]=[CH:13][CH:12]=2)=O)=[CH:7][CH:6]=1. (2) Given the product [CH2:34]([C@@H:14]([CH2:13][CH2:12][C@H:8]([CH2:1][C:2]1[CH:7]=[CH:6][CH:5]=[CH:4][CH:3]=1)[C:9](=[O:10])[NH:41][C@H:42]1[CH2:48][CH2:47][S:46][C@H:45]2[CH2:49][CH2:50][C@H:51]([C:53]([F:55])([F:54])[F:56])[CH2:52][N:44]2[C:43]1=[O:57])[C:15]([NH:17][C@H:18]1[CH2:24][CH2:23][S:22][C@H:21]2[CH2:25][CH2:26][CH2:27][C@@H:28]([C:29]([O:31][CH3:32])=[O:30])[N:20]2[C:19]1=[O:33])=[O:16])[C:35]1[CH:36]=[CH:37][CH:38]=[CH:39][CH:40]=1, predict the reactants needed to synthesize it. The reactants are: [CH2:1]([C@@H:8]([CH2:12][CH2:13][C@H:14]([CH2:34][C:35]1[CH:40]=[CH:39][CH:38]=[CH:37][CH:36]=1)[C:15]([NH:17][C@H:18]1[CH2:24][CH2:23][S:22][C@H:21]2[CH2:25][CH2:26][CH2:27][C@@H:28]([C:29]([O:31][CH3:32])=[O:30])[N:20]2[C:19]1=[O:33])=[O:16])[C:9](O)=[O:10])[C:2]1[CH:7]=[CH:6][CH:5]=[CH:4][CH:3]=1.[NH2:41][C@H:42]1[CH2:48][CH2:47][S:46][C@H:45]2[CH2:49][CH2:50][C@H:51]([C:53]([F:56])([F:55])[F:54])[CH2:52][N:44]2[C:43]1=[O:57].